This data is from Full USPTO retrosynthesis dataset with 1.9M reactions from patents (1976-2016). The task is: Predict the reactants needed to synthesize the given product. (1) Given the product [ClH:37].[N:1]1([C:6]2[CH:7]=[C:8]([NH:16][C:17](=[O:36])[C:18]3[CH:23]=[CH:22][C:21]([CH3:24])=[C:20]([C:25]#[C:26][C:27]4[N:31]5[CH:32]=[CH:33][N:34]=[CH:35][C:30]5=[N:29][CH:28]=4)[CH:19]=3)[CH:9]=[C:10]([C:12]([F:15])([F:13])[F:14])[CH:11]=2)[CH:5]=[CH:4][N:3]=[CH:2]1, predict the reactants needed to synthesize it. The reactants are: [N:1]1([C:6]2[CH:7]=[C:8]([NH:16][C:17](=[O:36])[C:18]3[CH:23]=[CH:22][C:21]([CH3:24])=[C:20]([C:25]#[C:26][C:27]4[N:31]5[CH:32]=[CH:33][N:34]=[CH:35][C:30]5=[N:29][CH:28]=4)[CH:19]=3)[CH:9]=[C:10]([C:12]([F:15])([F:14])[F:13])[CH:11]=2)[CH:5]=[CH:4][N:3]=[CH:2]1.[ClH:37]. (2) Given the product [O:34]=[C:25]1[C:26]2[C:31](=[CH:30][CH:29]=[CH:28][CH:27]=2)[C:32](=[O:33])[N:24]1[CH:16]([C:17]1[O:18][C:21]([CH3:22])=[CH:20][N:19]=1)[CH2:15][C:12]1[CH:13]=[CH:14][C:9]([O:8][C:1](=[O:36])[CH3:2])=[CH:10][CH:11]=1, predict the reactants needed to synthesize it. The reactants are: [CH2:1]([O:8][C:9]1[CH:14]=[CH:13][C:12]([CH2:15][CH:16]([N:24]2[C:32](=[O:33])[C:31]3[C:26](=[CH:27][CH:28]=[CH:29][CH:30]=3)[C:25]2=[O:34])[C:17]([NH:19][CH2:20][C:21](=O)[CH3:22])=[O:18])=[CH:11][CH:10]=1)[C:2]1C=CC=CC=1.S(=O)(=O)(O)[OH:36].C([O-])(=O)C.[Na+]. (3) Given the product [C:27]([NH:26][C@H:10]([CH2:11][N:12]([C:20]1[S:21][C:22]([Br:25])=[CH:23][N:24]=1)[C:13]([O:15][C:16]([CH3:17])([CH3:18])[CH3:19])=[O:14])[C@H:9]([C:34]1[CH:39]=[CH:38][C:37]([C:40]([F:41])([F:42])[F:43])=[CH:36][CH:35]=1)[CH2:8][OH:7])([O:29][C:30]([CH3:31])([CH3:32])[CH3:33])=[O:28], predict the reactants needed to synthesize it. The reactants are: C([O:7][CH2:8][C@@H:9]([C:34]1[CH:39]=[CH:38][C:37]([C:40]([F:43])([F:42])[F:41])=[CH:36][CH:35]=1)[C@H:10]([NH:26][C:27]([O:29][C:30]([CH3:33])([CH3:32])[CH3:31])=[O:28])[CH2:11][N:12]([C:20]1[S:21][C:22]([Br:25])=[CH:23][N:24]=1)[C:13]([O:15][C:16]([CH3:19])([CH3:18])[CH3:17])=[O:14])(=O)C(C)(C)C.[Li+].[B-](CC)(CC)CC. (4) Given the product [N:51]([CH2:2][CH2:3][CH2:4][CH2:5][C:6]1[S:10][C:9]([NH:11][C:12](=[O:25])[CH2:13][C:14]2[CH:19]=[CH:18][CH:17]=[C:16]([O:20][C:21]([F:24])([F:23])[F:22])[CH:15]=2)=[N:8][N:7]=1)=[N+:52]=[N-:53], predict the reactants needed to synthesize it. The reactants are: O[CH2:2][CH2:3][CH2:4][CH2:5][C:6]1[S:10][C:9]([NH:11][C:12](=[O:25])[CH2:13][C:14]2[CH:19]=[CH:18][CH:17]=[C:16]([O:20][C:21]([F:24])([F:23])[F:22])[CH:15]=2)=[N:8][N:7]=1.C1CCN2C(=NCCC2)CC1.C1C=CC(P([N:51]=[N+:52]=[N-:53])(C2C=CC=CC=2)=O)=CC=1. (5) Given the product [NH:1]1[C:9]2[C:4](=[C:5]([C:10]3[N:11]=[C:12]([N:41]4[CH2:46][CH2:45][O:44][CH2:43][CH2:42]4)[C:13]4[S:18][C:17]([CH2:19][N:20]5[CH2:21][CH2:22][N:23]([C:26](=[O:40])[CH2:27][CH2:28][C:29](=[O:39])/[CH:30]=[CH:50]/[CH:47]6[CH2:49][CH2:48]6)[CH2:24][CH2:25]5)=[CH:16][C:14]=4[N:15]=3)[CH:6]=[CH:7][CH:8]=2)[CH:3]=[N:2]1, predict the reactants needed to synthesize it. The reactants are: [NH:1]1[C:9]2[C:4](=[C:5]([C:10]3[N:11]=[C:12]([N:41]4[CH2:46][CH2:45][O:44][CH2:43][CH2:42]4)[C:13]4[S:18][C:17]([CH2:19][N:20]5[CH2:25][CH2:24][N:23]([C:26](=[O:40])[CH2:27][CH2:28][C:29](=[O:39])[CH2:30]P(=O)(OCC)OCC)[CH2:22][CH2:21]5)=[CH:16][C:14]=4[N:15]=3)[CH:6]=[CH:7][CH:8]=2)[CH:3]=[N:2]1.[CH:47]1([CH:50]=O)[CH2:49][CH2:48]1.C([O-])([O-])=O.[Na+].[Na+].